Predict the reactants needed to synthesize the given product. From a dataset of Full USPTO retrosynthesis dataset with 1.9M reactions from patents (1976-2016). (1) Given the product [CH3:14][CH:13]([CH3:15])[CH2:12][C@H:11]([NH:16][C:50]([C:42]1[O:41][C:45]2[CH:46]=[CH:47][CH:48]=[CH:49][C:44]=2[CH:43]=1)=[O:51])[C:10](=[O:17])[NH:9][CH:8]1[CH2:7][CH2:6][CH2:5][N:4]([S:18]([C:21]2[CH:26]=[CH:25][CH:24]=[CH:23][N:22]=2)(=[O:20])=[O:19])[CH2:3][CH:2]1[OH:1], predict the reactants needed to synthesize it. The reactants are: [OH:1][CH:2]1[CH:8]([NH:9][C:10](=[O:17])[C@@H:11]([NH2:16])[CH2:12][CH:13]([CH3:15])[CH3:14])[CH2:7][CH2:6][CH2:5][N:4]([S:18]([C:21]2[CH:26]=[CH:25][CH:24]=[CH:23][N:22]=2)(=[O:20])=[O:19])[CH2:3]1.C1C=CC2N(O)N=NC=2C=1.C(Cl)CCl.[O:41]1[C:45]2[CH:46]=[CH:47][CH:48]=[CH:49][C:44]=2[CH:43]=[C:42]1[C:50](O)=[O:51]. (2) Given the product [N:19]1[CH:24]=[CH:23][C:22]([NH:31][C:32]2[CH:40]=[CH:39][C:35]([C:36]([OH:38])=[O:37])=[CH:34][CH:33]=2)=[CH:21][CH:20]=1, predict the reactants needed to synthesize it. The reactants are: C1(C)C=CC(S(O)(=O)=O)=CC=1.C1C=CC=CC=1.[Cl-].[N:19]1[CH:24]=[CH:23][C:22]([N+:19]2[CH:24]=[CH:23][CH:22]=[CH:21][CH:20]=2)=[CH:21][CH:20]=1.[NH2:31][C:32]1[CH:40]=[CH:39][C:35]([C:36]([OH:38])=[O:37])=[CH:34][CH:33]=1. (3) Given the product [CH3:1][O:2][C:3]([C:5]1([O:8][C:9]2[CH:14]=[CH:13][C:12]([NH2:15])=[C:11]([F:18])[CH:10]=2)[CH2:7][CH2:6]1)=[O:4], predict the reactants needed to synthesize it. The reactants are: [CH3:1][O:2][C:3]([C:5]1([O:8][C:9]2[CH:14]=[CH:13][C:12]([N+:15]([O-])=O)=[C:11]([F:18])[CH:10]=2)[CH2:7][CH2:6]1)=[O:4].C(OCC)(=O)C. (4) Given the product [CH2:36]([C:27]1([C:23]2[CH:22]=[C:21]([CH:26]=[CH:25][CH:24]=2)[O:20][C:14]2[CH:13]=[C:12]([CH2:11][N:10]3[C:6]([CH2:5][CH2:4][N:3]4[CH2:44][CH2:43][O:42][CH2:41][CH2:40]4)=[CH:7][N:8]=[C:9]3[CH3:38])[CH:19]=[CH:18][C:15]=2[C:16]#[N:17])[CH2:33][CH2:32][CH2:31][CH2:30][N:29]([CH3:34])[C:28]1=[O:35])[CH3:37], predict the reactants needed to synthesize it. The reactants are: Cl.Cl.[NH2:3][CH2:4][CH2:5][C:6]1[N:10]([CH2:11][C:12]2[CH:19]=[CH:18][C:15]([C:16]#[N:17])=[C:14]([O:20][C:21]3[CH:26]=[CH:25][CH:24]=[C:23]([C:27]4([CH2:36][CH3:37])[CH2:33][CH2:32][CH2:31][CH2:30][N:29]([CH3:34])[C:28]4=[O:35])[CH:22]=3)[CH:13]=2)[C:9]([CH3:38])=[N:8][CH:7]=1.Br[CH2:40][CH2:41][O:42][CH2:43][CH2:44]Br. (5) Given the product [Cl:14][C:15]1[CH:16]=[C:17]([NH:23][C:24](=[O:33])[C:25]([C:8]#[C:7][C:1]2[CH:6]=[CH:5][CH:4]=[CH:3][CH:2]=2)([OH:32])[CH:26]2[CH2:27][CH2:28][CH2:29][CH2:30][CH2:31]2)[CH:18]=[CH:19][C:20]=1[C:21]#[N:22], predict the reactants needed to synthesize it. The reactants are: [C:1]1([C:7]#[CH:8])[CH:6]=[CH:5][CH:4]=[CH:3][CH:2]=1.C([Li])CCC.[Cl:14][C:15]1[CH:16]=[C:17]([NH:23][C:24](=[O:33])[C:25](=[O:32])[CH:26]2[CH2:31][CH2:30][CH2:29][CH2:28][CH2:27]2)[CH:18]=[CH:19][C:20]=1[C:21]#[N:22]. (6) Given the product [CH3:1][O:2][C:3]([C:5]1[S:14][C:8]2=[CH:9][N:10]=[C:11]([NH:21][C:17]3[CH:16]=[C:15]([C:22]4[CH:23]=[CH:24][CH:25]=[CH:26][CH:27]=4)[CH:20]=[CH:19][CH:18]=3)[CH:12]=[C:7]2[CH:6]=1)=[O:4], predict the reactants needed to synthesize it. The reactants are: [CH3:1][O:2][C:3]([C:5]1[S:14][C:8]2=[CH:9][N:10]=[C:11](Cl)[CH:12]=[C:7]2[CH:6]=1)=[O:4].[C:15]1([C:22]2[CH:27]=[CH:26][CH:25]=[CH:24][CH:23]=2)[CH:20]=[CH:19][CH:18]=[C:17]([NH2:21])[CH:16]=1.CC1(C)C2C=CC=C(P(C3C=CC=CC=3)C3C=CC=CC=3)C=2OC2C1=CC=CC=2P(C1C=CC=CC=1)C1C=CC=CC=1.C(=O)([O-])[O-].[Cs+].[Cs+]. (7) Given the product [CH3:16][N:17]1[CH2:23][CH2:22][CH2:21][N:20]([C:12]2[C:11]3[C:6](=[CH:7][CH:8]=[C:9]([N+:13]([O-:15])=[O:14])[CH:10]=3)[NH:5][N:4]=2)[CH2:19][CH2:18]1, predict the reactants needed to synthesize it. The reactants are: [N+]([N:4]1[CH:12]=[C:11]2[C:6]([CH:7]=[CH:8][C:9]([N+:13]([O-:15])=[O:14])=[CH:10]2)=[N:5]1)([O-])=O.[CH3:16][N:17]1[CH2:23][CH2:22][CH2:21][NH:20][CH2:19][CH2:18]1. (8) Given the product [Cl:16][C:17]1[CH:29]=[C:28]([Cl:30])[CH:27]=[CH:26][C:18]=1[CH2:19][N:20]1[CH:24]=[N:23][C:22]([NH:25][C:2]2[CH:3]=[CH:4][C:5]([N:10]3[CH:14]=[C:13]([CH3:15])[N:12]=[CH:11]3)=[C:6]([CH:9]=2)[C:7]#[N:8])=[N:21]1, predict the reactants needed to synthesize it. The reactants are: Br[C:2]1[CH:3]=[CH:4][C:5]([N:10]2[CH:14]=[C:13]([CH3:15])[N:12]=[CH:11]2)=[C:6]([CH:9]=1)[C:7]#[N:8].[Cl:16][C:17]1[CH:29]=[C:28]([Cl:30])[CH:27]=[CH:26][C:18]=1[CH2:19][N:20]1[CH:24]=[N:23][C:22]([NH2:25])=[N:21]1. (9) Given the product [OH:1][CH2:2][CH2:3][CH2:4][NH:5][C:23](=[O:24])[CH2:22][C:19]1[CH:18]=[CH:17][C:16]([N+:13]([O-:15])=[O:14])=[CH:21][CH:20]=1, predict the reactants needed to synthesize it. The reactants are: [OH:1][CH2:2][CH2:3][CH2:4][NH2:5].C(N(CC)CC)C.[N+:13]([C:16]1[CH:21]=[CH:20][C:19]([CH2:22][C:23](Cl)=[O:24])=[CH:18][CH:17]=1)([O-:15])=[O:14].O. (10) Given the product [CH2:2]([N:9]1[C:16](=[O:17])[CH:15]([C:18]2[CH:23]=[CH:22][CH:21]=[CH:20][CH:19]=2)[C:13](=[O:14])[NH:12][C:10]1=[O:11])[C:3]1[CH:4]=[CH:5][CH:6]=[CH:7][CH:8]=1.[CH3:18][C:15]([CH3:16])=[O:1], predict the reactants needed to synthesize it. The reactants are: [OH2:1].[CH2:2]([N:9]1[C:16](=[O:17])[CH:15]([C:18]2[CH:23]=[CH:22][CH:21]=[CH:20][CH:19]=2)[C:13](=[O:14])[NH:12][C:10]1=[O:11])[C:3]1[CH:8]=[CH:7][CH:6]=[CH:5][CH:4]=1.